From a dataset of Reaction yield outcomes from USPTO patents with 853,638 reactions. Predict the reaction yield, written as a fraction of the theoretical maximum amount of product (1.0 means a 100% yield; for example, 0.34 means a 34% yield). (1) The reactants are [CH:1]1([OH:6])[CH2:5][CH2:4][CH2:3][CH2:2]1.F[C:8]1[CH:9]=[C:10]([CH3:17])[CH:11]=[CH:12][C:13]=1[N+:14]([O-:16])=[O:15].[CH:18]1([O:23][C:24]2[CH:30]=[C:29]([CH3:31])[CH:28]=[CH:27][C:25]=2[NH2:26])[CH2:22][CH2:21][CH2:20][CH2:19]1.[NH2:32][C:33]1[S:34][CH:35]=[CH:36][N:37]=1. No catalyst specified. The product is [CH:1]1([O:6][C:8]2[CH:9]=[C:10]([CH3:17])[CH:11]=[CH:12][C:13]=2[N+:14]([O-:16])=[O:15])[CH2:5][CH2:4][CH2:3][CH2:2]1.[CH:18]1([O:23][C:24]2[CH:30]=[C:29]([CH3:31])[CH:28]=[CH:27][C:25]=2[NH:26][C:1]([NH:32][C:33]2[S:34][CH:35]=[CH:36][N:37]=2)=[O:6])[CH2:22][CH2:21][CH2:20][CH2:19]1. The yield is 0.620. (2) The reactants are [F:1][C:2]1[CH:3]=[C:4]([CH:8]=[CH:9][CH:10]=1)[C:5]([OH:7])=[O:6].[N+:11]([O-])([OH:13])=[O:12]. The yield is 0.920. The catalyst is OS(O)(=O)=O. The product is [F:1][C:2]1[CH:10]=[CH:9][C:8]([N+:11]([O-:13])=[O:12])=[C:4]([CH:3]=1)[C:5]([OH:7])=[O:6]. (3) The reactants are S(O)(O)(=O)=O.[CH3:6][O:7][C:8](=[O:12])[CH2:9][CH2:10][NH2:11].CO.C(N(CC)CC)C.[CH2:22]([O:24]C(Cl)=O)C. The catalyst is C(OCC)(=O)C.C(=S)=S. The product is [CH3:6][O:7][C:8]([CH2:9][CH2:10][N:11]=[C:22]=[O:24])=[O:12]. The yield is 0.893.